From a dataset of Peptide-MHC class II binding affinity with 134,281 pairs from IEDB. Regression. Given a peptide amino acid sequence and an MHC pseudo amino acid sequence, predict their binding affinity value. This is MHC class II binding data. (1) The peptide sequence is GELQIVPKIDAAFKI. The binding affinity (normalized) is 0.556. The MHC is DRB1_1302 with pseudo-sequence DRB1_1302. (2) The peptide sequence is ACSLFLNYAVSFNYF. The MHC is HLA-DQA10401-DQB10402 with pseudo-sequence HLA-DQA10401-DQB10402. The binding affinity (normalized) is 0.198. (3) The peptide sequence is IVQTLNAMPEYQNLL. The MHC is DRB1_1101 with pseudo-sequence DRB1_1101. The binding affinity (normalized) is 0.158.